From a dataset of Full USPTO retrosynthesis dataset with 1.9M reactions from patents (1976-2016). Predict the reactants needed to synthesize the given product. (1) The reactants are: [CH3:1][C:2]([N:5]1[C:9]2[N:10]=[C:11]([C:17]3[CH:18]=[N:19][CH:20]=[CH:21][CH:22]=3)[CH:12]=[C:13]([C:14](O)=[O:15])[C:8]=2[C:7]([CH3:23])=[N:6]1)([CH3:4])[CH3:3].[NH2:24][CH2:25][C:26]1[C:27](=[O:34])[NH:28][C:29]([CH3:33])=[CH:30][C:31]=1[CH3:32].CN1CCOCC1.ON1C2N=CC=CC=2N=N1.C(Cl)CCl. Given the product [CH3:3][C:2]([N:5]1[C:9]2[N:10]=[C:11]([C:17]3[CH:18]=[N:19][CH:20]=[CH:21][CH:22]=3)[CH:12]=[C:13]([C:14]([NH:24][CH2:25][C:26]3[C:27](=[O:34])[NH:28][C:29]([CH3:33])=[CH:30][C:31]=3[CH3:32])=[O:15])[C:8]=2[C:7]([CH3:23])=[N:6]1)([CH3:4])[CH3:1], predict the reactants needed to synthesize it. (2) The reactants are: Br[C:2]1[C:3]([O:25][CH3:26])=[C:4]([C:9]2[N:13]=[C:12]([C:14]3[CH:19]=[CH:18][C:17]([O:20][CH:21]([CH3:23])[CH3:22])=[C:16]([Cl:24])[CH:15]=3)[O:11][N:10]=2)[CH:5]=[C:6]([F:8])[CH:7]=1.C(P(C(C)(C)C)C(C)(C)C)(C)(C)C.C(=O)([O-])[O-].[Cs+].[Cs+].Br[Zn][CH2:48][CH2:49][C:50]([O:52][CH2:53][CH3:54])=[O:51]. Given the product [Cl:24][C:16]1[CH:15]=[C:14]([C:12]2[O:11][N:10]=[C:9]([C:4]3[C:3]([O:25][CH3:26])=[C:2]([CH2:48][CH2:49][C:50]([O:52][CH2:53][CH3:54])=[O:51])[CH:7]=[C:6]([F:8])[CH:5]=3)[N:13]=2)[CH:19]=[CH:18][C:17]=1[O:20][CH:21]([CH3:23])[CH3:22], predict the reactants needed to synthesize it. (3) Given the product [CH2:1]([N:8]1[C:16]([CH:19]=[CH:18][O:20][CH2:21][CH3:22])=[N:15][C:14]2[C:9]1=[N:10][CH:11]=[N:12][CH:13]=2)[C:2]1[CH:7]=[CH:6][CH:5]=[CH:4][CH:3]=1, predict the reactants needed to synthesize it. The reactants are: [CH2:1]([N:8]1[C:16](Br)=[N:15][C:14]2[C:9]1=[N:10][CH:11]=[N:12][CH:13]=2)[C:2]1[CH:7]=[CH:6][CH:5]=[CH:4][CH:3]=1.[CH2:18]([O:20][CH:21]=[CH:22][Sn](CCCC)(CCCC)CCCC)[CH3:19].